This data is from Catalyst prediction with 721,799 reactions and 888 catalyst types from USPTO. The task is: Predict which catalyst facilitates the given reaction. (1) Reactant: [OH:1][C@@H:2]1[CH2:6][CH2:5][N:4]([C:7]2[C:26](B3OC(C)(C)C(C)(C)O3)=[CH:25][C:10]([C:11]([NH:13][C:14]3[CH:19]=[CH:18][C:17]([O:20][C:21]([F:24])([F:23])[F:22])=[CH:16][CH:15]=3)=[O:12])=[CH:9][N:8]=2)[CH2:3]1.Br[C:37]1[S:38][CH:39]=[CH:40][N:41]=1.C([O-])([O-])=O.[Na+].[Na+].COCCOC. Product: [OH:1][C@@H:2]1[CH2:6][CH2:5][N:4]([C:7]2[C:26]([C:37]3[S:38][CH:39]=[CH:40][N:41]=3)=[CH:25][C:10]([C:11]([NH:13][C:14]3[CH:19]=[CH:18][C:17]([O:20][C:21]([F:22])([F:23])[F:24])=[CH:16][CH:15]=3)=[O:12])=[CH:9][N:8]=2)[CH2:3]1. The catalyst class is: 6. (2) Reactant: [Br:1][C:2]1[CH:7]=[CH:6][C:5]([CH:8]([CH2:15][C:16]2[CH:21]=[CH:20][C:19]([O:22][CH2:23][CH2:24][C:25]3[CH:30]=[CH:29][CH:28]=[C:27]([N:31](C(OC(C)(C)C)=O)[CH3:32])[N:26]=3)=[CH:18][CH:17]=2)[CH2:9][C:10]([O:12][CH2:13][CH3:14])=[O:11])=[CH:4][CH:3]=1. Product: [Br:1][C:2]1[CH:7]=[CH:6][C:5]([CH:8]([CH2:15][C:16]2[CH:21]=[CH:20][C:19]([O:22][CH2:23][CH2:24][C:25]3[CH:30]=[CH:29][CH:28]=[C:27]([NH:31][CH3:32])[N:26]=3)=[CH:18][CH:17]=2)[CH2:9][C:10]([O:12][CH2:13][CH3:14])=[O:11])=[CH:4][CH:3]=1. The catalyst class is: 89. (3) Reactant: Cl[C:2]1[O:3][C:4]2[C:5](=[C:7]([C:11]([O:13]C)=[O:12])[CH:8]=[CH:9][CH:10]=2)[N:6]=1.Cl.C[C@@H]1CSC[C@@H](C)N1.C(=O)([O-])[O-].[K+].[K+]. Product: [O:3]1[C:4]2=[CH:10][CH:9]=[CH:8][C:7]([C:11]([OH:13])=[O:12])=[C:5]2[N:6]=[CH:2]1. The catalyst class is: 18. (4) Reactant: [C:1]([NH:8][C@@H:9]([C:17]([OH:19])=O)[CH2:10][CH:11]1[CH2:16][CH2:15][CH2:14][CH2:13][CH2:12]1)([O:3][C:4]([CH3:7])([CH3:6])[CH3:5])=[O:2].C1C=C2[N:26]=NN(O)C2=CC=1.O.C(Cl)CCl.[NH4+].[OH-]. Product: [NH2:26][C:17](=[O:19])[C@H:9]([NH:8][C:1](=[O:2])[O:3][C:4]([CH3:7])([CH3:6])[CH3:5])[CH2:10][CH:11]1[CH2:16][CH2:15][CH2:14][CH2:13][CH2:12]1. The catalyst class is: 173. (5) Reactant: [I:1][C:2]1[CH:8]=[CH:7][C:5]([NH2:6])=[C:4]([CH3:9])[CH:3]=1.[CH2:10]([O:13][CH2:14][CH2:15]Cl)[CH2:11]Cl.[NH4+].[Br-].[OH-].[Na+]. Product: [I:1][C:2]1[CH:8]=[CH:7][C:5]([N:6]2[CH2:15][CH2:14][O:13][CH2:10][CH2:11]2)=[C:4]([CH3:9])[CH:3]=1. The catalyst class is: 25. (6) Product: [CH3:10][C@:6]12[C:2]([CH3:11])([CH3:1])[C@H:3]([CH2:4][CH2:5]1)[C:9]1([CH2:17][CH2:16][CH2:15]1)[C:7]2=[O:8]. Reactant: [CH3:1][C:2]1([CH3:11])[C:6]2([CH3:10])[C:7]([CH2:9][CH:3]1[CH2:4][CH2:5]2)=[O:8].[NH2-].[Na+].Br[CH2:15][CH2:16][CH2:17]Br. The catalyst class is: 11.